This data is from Reaction yield outcomes from USPTO patents with 853,638 reactions. The task is: Predict the reaction yield, written as a fraction of the theoretical maximum amount of product (1.0 means a 100% yield; for example, 0.34 means a 34% yield). (1) The reactants are [CH2:1]([O:3][C:4]([C:6]1[NH:7][C:8]2[C:13]([CH:14]=1)=[CH:12][C:11]([Cl:15])=[CH:10][C:9]=2[CH3:16])=[O:5])[CH3:2].[C:17](O[C:17]([O:19][C:20]([CH3:23])([CH3:22])[CH3:21])=[O:18])([O:19][C:20]([CH3:23])([CH3:22])[CH3:21])=[O:18].CCN(CC)CC.Cl. The catalyst is C(Cl)Cl.CN(C1C=CN=CC=1)C. The product is [CH3:2][CH2:1][O:3][C:4]([C:6]1[N:7]([C:17]([O:19][C:20]([CH3:23])([CH3:22])[CH3:21])=[O:18])[C:8]2[C:13]([CH:14]=1)=[CH:12][C:11]([Cl:15])=[CH:10][C:9]=2[CH3:16])=[O:5]. The yield is 0.970. (2) The reactants are Br[CH2:2][C:3]([C:5]1[CH:10]=[CH:9][C:8]([Br:11])=[CH:7][CH:6]=1)=O.[CH3:12][C:13]([C:16]([NH2:18])=[NH:17])([CH3:15])[CH3:14].Cl.C([O-])([O-])=O.[K+].[K+]. The catalyst is CN(C)C=O. The product is [Br:11][C:8]1[CH:9]=[CH:10][C:5]([C:3]2[N:17]=[C:16]([C:13]([CH3:15])([CH3:14])[CH3:12])[NH:18][CH:2]=2)=[CH:6][CH:7]=1. The yield is 0.810. (3) The reactants are [OH-].[Li+].[Cl:3][C:4]1[CH:9]=[CH:8][C:7]([C:10]([NH:12][C@@H:13]([CH:18]2[CH2:23][CH2:22][CH2:21][CH2:20][CH2:19]2)[C:14]([O:16]C)=[O:15])=[O:11])=[C:6]([NH:24][C:25]([NH:27][C:28]2[C:33]([Cl:34])=[CH:32][CH:31]=[CH:30][C:29]=2[Cl:35])=[O:26])[CH:5]=1.CO.Cl. The catalyst is C1COCC1.O. The product is [Cl:3][C:4]1[CH:9]=[CH:8][C:7]([C:10]([NH:12][C@@H:13]([CH:18]2[CH2:23][CH2:22][CH2:21][CH2:20][CH2:19]2)[C:14]([OH:16])=[O:15])=[O:11])=[C:6]([NH:24][C:25]([NH:27][C:28]2[C:29]([Cl:35])=[CH:30][CH:31]=[CH:32][C:33]=2[Cl:34])=[O:26])[CH:5]=1. The yield is 0.0650. (4) The catalyst is C(#N)C. The reactants are [Cl:1][C:2]1[CH:7]=[CH:6][C:5]([C:8]2[C:14]3[CH:15]=[C:16]([OH:19])[CH:17]=[CH:18][C:13]=3[N:12]3[C:20]([CH3:23])=[N:21][N:22]=[C:11]3[C@H:10]([CH2:24][C:25]([NH:27][CH2:28][CH3:29])=[O:26])[N:9]=2)=[CH:4][CH:3]=1.C(=O)([O-])[O-].[K+].[K+].CC1C=CC(S(O[CH2:47][CH2:48][CH2:49][NH:50][C:51]([O:53][C:54]([CH3:57])([CH3:56])[CH3:55])=[O:52])(=O)=O)=CC=1.ClC1C=CC(C2C3C=C(OCCNC(=O)OC(C)(C)C)C=CC=3N3C(C)=NN=C3[C@H](CC(NCC)=O)N=2)=CC=1. The product is [Cl:1][C:2]1[CH:7]=[CH:6][C:5]([C:8]2[C:14]3[CH:15]=[C:16]([O:19][CH2:47][CH2:48][CH2:49][NH:50][C:51](=[O:52])[O:53][C:54]([CH3:57])([CH3:56])[CH3:55])[CH:17]=[CH:18][C:13]=3[N:12]3[C:20]([CH3:23])=[N:21][N:22]=[C:11]3[C@H:10]([CH2:24][C:25]([NH:27][CH2:28][CH3:29])=[O:26])[N:9]=2)=[CH:4][CH:3]=1. The yield is 0.780. (5) The reactants are [Br:1][C:2]1[N:7]=[C:6]2[C:8]([C:11]([NH:13][C:14]3([CH3:17])[CH2:16][CH2:15]3)=[O:12])=[CH:9][NH:10][C:5]2=[N:4][CH:3]=1.CCN(CC)CC.Cl[C:26]([C:39]1[CH:44]=[CH:43][CH:42]=[CH:41][CH:40]=1)([C:33]1[CH:38]=[CH:37][CH:36]=[CH:35][CH:34]=1)[C:27]1[CH:32]=[CH:31][CH:30]=[CH:29][CH:28]=1. The catalyst is C1COCC1. The product is [Br:1][C:2]1[N:7]=[C:6]2[C:8]([C:11]([NH:13][C:14]3([CH3:17])[CH2:15][CH2:16]3)=[O:12])=[CH:9][N:10]([C:26]([C:27]3[CH:32]=[CH:31][CH:30]=[CH:29][CH:28]=3)([C:39]3[CH:40]=[CH:41][CH:42]=[CH:43][CH:44]=3)[C:33]3[CH:34]=[CH:35][CH:36]=[CH:37][CH:38]=3)[C:5]2=[N:4][CH:3]=1. The yield is 0.370. (6) The reactants are [CH3:1][N:2]1[CH:6]=[C:5]([C:7]2[N:12]=[C:11]([C:13]3[CH:14]=[N:15][NH:16][CH:17]=3)[N:10]3[CH:18]=[CH:19][N:20]=[C:9]3[CH:8]=2)[CH:4]=[N:3]1.[CH2:21]1[CH2:31][CH2:30][N:29]2[C:24](=NCCC2)[CH2:23][CH2:22]1.C1(C=CC#N)CC1.O. The catalyst is CN(C=O)C. The product is [CH:21]1([CH:22]([N:15]2[CH:14]=[C:13]([C:11]3[N:10]4[CH:18]=[CH:19][N:20]=[C:9]4[CH:8]=[C:7]([C:5]4[CH:4]=[N:3][N:2]([CH3:1])[CH:6]=4)[N:12]=3)[CH:17]=[N:16]2)[CH2:23][C:24]#[N:29])[CH2:31][CH2:30]1. The yield is 0.230. (7) The reactants are Br[C:2]1[CH:9]=[CH:8][CH:7]=[CH:6][C:3]=1[CH:4]=[O:5].[O:10]1[CH:14]=[CH:13][C:12](B(O)O)=[CH:11]1.C([O-])([O-])=O.[Na+].[Na+].C(Cl)Cl. The catalyst is C1(C)C=CC=CC=1.CCOC(C)=O. The product is [O:10]1[CH:14]=[CH:13][C:12]([C:2]2[CH:9]=[CH:8][CH:7]=[CH:6][C:3]=2[CH:4]=[O:5])=[CH:11]1. The yield is 0.690. (8) The reactants are BrBr.C1(P(C2C=CC=CC=2)C2C=CC=CC=2)C=CC=CC=1.C(N(CC)CC)C.[Cl:29][C:30]1[CH:34]=[CH:33][N:32]([NH:35][C:36](=O)[CH2:37][N:38]2[CH:46]=[N:45][C:44]3[C:39]2=[N:40][CH:41]=[N:42][C:43]=3[NH:47][C:48](=[O:54])[O:49][C:50]([CH3:53])([CH3:52])[CH3:51])[C:31]=1[C:56]([NH:58][C@@H:59]([C:61]1[CH:66]=[CH:65][CH:64]=[CH:63][CH:62]=1)[CH3:60])=[O:57].N. The catalyst is ClCCl. The product is [Cl:29][C:30]1[CH:34]=[CH:33][N:32]2[C:31]=1[C:56](=[O:57])[N:58]([C@@H:59]([C:61]1[CH:66]=[CH:65][CH:64]=[CH:63][CH:62]=1)[CH3:60])[C:36]([CH2:37][N:38]1[CH:46]=[N:45][C:44]3[C:39]1=[N:40][CH:41]=[N:42][C:43]=3[NH:47][C:48](=[O:54])[O:49][C:50]([CH3:53])([CH3:52])[CH3:51])=[N:35]2. The yield is 0.340. (9) The reactants are [Br:1][C:2]1[CH:7]=[CH:6][C:5]([C@@H:8]([N:10]2[CH2:15][CH2:14][C:13]([CH2:19][CH2:20][CH2:21][OH:22])([CH:16]([CH3:18])[CH3:17])[O:12][C:11]2=[O:23])[CH3:9])=[CH:4][CH:3]=1.CC(C)=[O:26].OS(O)(=O)=O.O=[Cr](=O)=O. The catalyst is CC(C)=O. The product is [Br:1][C:2]1[CH:7]=[CH:6][C:5]([C@@H:8]([N:10]2[CH2:15][CH2:14][C:13]([CH2:19][CH2:20][C:21]([OH:26])=[O:22])([CH:16]([CH3:17])[CH3:18])[O:12][C:11]2=[O:23])[CH3:9])=[CH:4][CH:3]=1. The yield is 0.950.